From a dataset of Peptide-MHC class I binding affinity with 185,985 pairs from IEDB/IMGT. Regression. Given a peptide amino acid sequence and an MHC pseudo amino acid sequence, predict their binding affinity value. This is MHC class I binding data. (1) The peptide sequence is SREVISHRL. The MHC is HLA-A26:01 with pseudo-sequence HLA-A26:01. The binding affinity (normalized) is 0.0847. (2) The peptide sequence is ERWFVRNPF. The MHC is HLA-B07:02 with pseudo-sequence HLA-B07:02. The binding affinity (normalized) is 0.0847. (3) The peptide sequence is GTPRLYQT. The MHC is H-2-Db with pseudo-sequence H-2-Db. The binding affinity (normalized) is 0. (4) The peptide sequence is YYTEQPIDL. The MHC is HLA-A24:02 with pseudo-sequence HLA-A24:02. The binding affinity (normalized) is 0.216. (5) The MHC is HLA-A02:02 with pseudo-sequence HLA-A02:02. The peptide sequence is VLQAVGACV. The binding affinity (normalized) is 0.824.